Dataset: Catalyst prediction with 721,799 reactions and 888 catalyst types from USPTO. Task: Predict which catalyst facilitates the given reaction. (1) Reactant: [BH4-].[Na+].[C:3]([C:6]1[C:10]([Cl:11])=[C:9]([C:12]([NH:14][C@@H:15]([CH3:31])[CH2:16][N:17]2[CH:21]=[CH:20][C:19]([C:22]3[CH:27]=[CH:26][C:25]([C:28]#[N:29])=[C:24]([Cl:30])[CH:23]=3)=[N:18]2)=[O:13])[NH:8][N:7]=1)(=[O:5])[CH3:4].[Cl-].[NH4+]. Product: [Cl:11][C:10]1[C:6]([CH:3]([OH:5])[CH3:4])=[N:7][NH:8][C:9]=1[C:12]([NH:14][C@@H:15]([CH3:31])[CH2:16][N:17]1[CH:21]=[CH:20][C:19]([C:22]2[CH:27]=[CH:26][C:25]([C:28]#[N:29])=[C:24]([Cl:30])[CH:23]=2)=[N:18]1)=[O:13]. The catalyst class is: 8. (2) Reactant: [Cl-].[CH3:2][O:3][CH2:4][N+:5]1([CH3:10])[CH2:9][CH2:8][CH2:7][CH2:6]1.[N-:11]([S:22]([C:25]([C:28]([F:31])([F:30])[F:29])([F:27])[F:26])(=[O:24])=[O:23])[S:12]([C:15]([C:18]([F:21])([F:20])[F:19])([F:17])[F:16])(=[O:14])=[O:13].[Li+].ClCCl. Product: [N-:11]([S:12]([C:15]([C:18]([F:21])([F:19])[F:20])([F:16])[F:17])(=[O:13])=[O:14])[S:22]([C:25]([C:28]([F:31])([F:30])[F:29])([F:27])[F:26])(=[O:24])=[O:23].[CH3:2][O:3][CH2:4][N+:5]1([CH3:10])[CH2:9][CH2:8][CH2:7][CH2:6]1. The catalyst class is: 6. (3) Reactant: Br[C:2]1[C:7]([N+:8]([O-:10])=[O:9])=[CH:6][C:5]([Br:11])=[C:4]([CH2:12][CH3:13])[N:3]=1.[CH:14]([NH2:17])([CH3:16])[CH3:15]. Product: [Br:11][C:5]1[CH:6]=[C:7]([N+:8]([O-:10])=[O:9])[C:2]([NH:17][CH:14]([CH3:16])[CH3:15])=[N:3][C:4]=1[CH2:12][CH3:13]. The catalyst class is: 88.